This data is from Full USPTO retrosynthesis dataset with 1.9M reactions from patents (1976-2016). The task is: Predict the reactants needed to synthesize the given product. (1) Given the product [C:15]([O:14][C:12](=[O:11])[NH:1][C:2]1[CH:7]=[CH:6][C:5]([O:8][CH3:9])=[CH:4][C:3]=1[OH:10])([CH3:18])([CH3:17])[CH3:16], predict the reactants needed to synthesize it. The reactants are: [NH2:1][C:2]1[CH:7]=[CH:6][C:5]([O:8][CH3:9])=[CH:4][C:3]=1[OH:10].[O:11](C(OC(C)(C)C)=O)[C:12]([O:14][C:15]([CH3:18])([CH3:17])[CH3:16])=O. (2) Given the product [Cl:19][C:20]1[CH:25]=[CH:24][C:23]([NH:26][C:27]([O:1][CH2:2][C:3]2[CH:4]=[C:5]([CH:16]=[CH:17][CH:18]=2)[CH2:6][CH:7]([C:8]([O:10][CH3:11])=[O:9])[C:12]([O:14][CH3:15])=[O:13])=[O:28])=[CH:22][CH:21]=1, predict the reactants needed to synthesize it. The reactants are: [OH:1][CH2:2][C:3]1[CH:4]=[C:5]([CH:16]=[CH:17][CH:18]=1)[CH2:6][CH:7]([C:12]([O:14][CH3:15])=[O:13])[C:8]([O:10][CH3:11])=[O:9].[Cl:19][C:20]1[CH:25]=[CH:24][C:23]([N:26]=[C:27]=[O:28])=[CH:22][CH:21]=1. (3) The reactants are: Cl[C:2]1[N:10]=[C:9]2[C:5]([N:6]=[CH:7][NH:8]2)=[C:4]([N:11]2[CH2:16][CH2:15][O:14][CH2:13][CH2:12]2)[N:3]=1.[CH3:17][C@H:18]1[O:23][C@@H:22]([CH3:24])[CH2:21][NH:20][CH2:19]1.CCN(C(C)C)C(C)C.O. Given the product [CH3:24][C@@H:22]1[O:23][C@H:18]([CH3:17])[CH2:19][N:20]([C:2]2[N:10]=[C:9]3[C:5]([N:6]=[CH:7][NH:8]3)=[C:4]([N:11]3[CH2:16][CH2:15][O:14][CH2:13][CH2:12]3)[N:3]=2)[CH2:21]1, predict the reactants needed to synthesize it. (4) Given the product [CH2:18]([O:17][CH:5]([CH2:6][C:7]1[CH:8]=[C:9]2[C:13](=[CH:14][CH:15]=1)[N:12]([CH2:22][C:23]1[N:24]=[C:25]([C:28]3[CH:29]=[CH:30][CH:31]=[CH:32][CH:33]=3)[S:26][CH:27]=1)[C:11]([CH3:16])=[CH:10]2)[C:4]([OH:3])=[O:20])[CH3:19], predict the reactants needed to synthesize it. The reactants are: C([O:3][C:4](=[O:20])[CH:5]([O:17][CH2:18][CH3:19])[CH2:6][C:7]1[CH:8]=[C:9]2[C:13](=[CH:14][CH:15]=1)[NH:12][C:11]([CH3:16])=[CH:10]2)C.Cl[CH2:22][C:23]1[N:24]=[C:25]([C:28]2[CH:33]=[CH:32][CH:31]=[CH:30][CH:29]=2)[S:26][CH:27]=1.[H-].[Na+].